Dataset: Reaction yield outcomes from USPTO patents with 853,638 reactions. Task: Predict the reaction yield, written as a fraction of the theoretical maximum amount of product (1.0 means a 100% yield; for example, 0.34 means a 34% yield). The reactants are [CH2:1]([O:10][C:11](=[O:24])[C@H:12]([C@@H:21]([CH3:23])[OH:22])[NH:13][C:14]([O:16][C:17]([CH3:20])([CH3:19])[CH3:18])=[O:15])[C:2]([C:4]1[CH:9]=[CH:8][CH:7]=[CH:6][CH:5]=1)=[O:3].[CH2:25]([O:32][C:33]([N:35]([CH3:49])[C@H:36]([C:46](O)=[O:47])[CH2:37][C:38]1[CH:43]=[CH:42][C:41]([O:44][CH3:45])=[CH:40][CH:39]=1)=[O:34])[C:26]1[CH:31]=[CH:30][CH:29]=[CH:28][CH:27]=1.C1CCC(N=C=NC2CCCCC2)CC1. The catalyst is C(Cl)Cl.CN(C1C=CN=CC=1)C. The product is [CH2:1]([O:10][C:11](=[O:24])[C@H:12]([C@@H:21]([CH3:23])[O:22][C:46](=[O:47])[C@H:36]([CH2:37][C:38]1[CH:43]=[CH:42][C:41]([O:44][CH3:45])=[CH:40][CH:39]=1)[N:35]([C:33]([O:32][CH2:25][C:26]1[CH:31]=[CH:30][CH:29]=[CH:28][CH:27]=1)=[O:34])[CH3:49])[NH:13][C:14]([O:16][C:17]([CH3:19])([CH3:18])[CH3:20])=[O:15])[C:2]([C:4]1[CH:5]=[CH:6][CH:7]=[CH:8][CH:9]=1)=[O:3]. The yield is 0.980.